Dataset: Reaction yield outcomes from USPTO patents with 853,638 reactions. Task: Predict the reaction yield, written as a fraction of the theoretical maximum amount of product (1.0 means a 100% yield; for example, 0.34 means a 34% yield). (1) The reactants are [N:1]1([CH2:6][CH2:7][O:8][C:9]2[CH:10]=[C:11]([NH:15][C:16]3[N:21]=[CH:20][C:19]([NH2:22])=[CH:18][N:17]=3)[CH:12]=[CH:13][CH:14]=2)[CH2:5][CH2:4][CH2:3][CH2:2]1.[Cl:23][C:24]1[CH:31]=[CH:30][CH:29]=[C:28]([Cl:32])[C:25]=1[CH2:26]Br.C(=O)([O-])[O-].[Cs+].[Cs+].O. The catalyst is O1CCOCC1.CN(C=O)C. The product is [Cl:23][C:24]1[CH:31]=[CH:30][CH:29]=[C:28]([Cl:32])[C:25]=1[CH2:26][NH:22][C:19]1[CH:20]=[N:21][C:16]([NH:15][C:11]2[CH:12]=[CH:13][CH:14]=[C:9]([O:8][CH2:7][CH2:6][N:1]3[CH2:5][CH2:4][CH2:3][CH2:2]3)[CH:10]=2)=[N:17][CH:18]=1. The yield is 0.120. (2) The reactants are [F:1][C:2]1[CH:3]=[C:4]([C@H:13]2[CH2:17][CH2:16][CH2:15][N:14]2[C:18]2[CH:23]=[CH:22][N:21]3[N:24]=[CH:25][C:26]([C:27]([O:29]CC)=[O:28])=[C:20]3[N:19]=2)[CH:5]=[C:6]([O:8][CH2:9][CH2:10][O:11][CH3:12])[CH:7]=1. The catalyst is [OH-].[Na+].CO. The product is [F:1][C:2]1[CH:3]=[C:4]([C@H:13]2[CH2:17][CH2:16][CH2:15][N:14]2[C:18]2[CH:23]=[CH:22][N:21]3[N:24]=[CH:25][C:26]([C:27]([OH:29])=[O:28])=[C:20]3[N:19]=2)[CH:5]=[C:6]([O:8][CH2:9][CH2:10][O:11][CH3:12])[CH:7]=1. The yield is 1.00. (3) The reactants are [C:1]([O:4][C:5]1[CH:13]=[CH:12][C:11]([NH2:14])=[CH:10][C:6]=1[C:7]([OH:9])=[O:8])(=[O:3])[CH3:2].[F:15][C:16]1[C:23]([F:24])=[C:22]([C:25]([F:28])([F:27])[F:26])[C:21]([F:29])=[C:20]([F:30])[C:17]=1[CH2:18]Br. The catalyst is [I-].C([N+](CCCC)(CCCC)CCCC)CCC.CN(C=O)C. The product is [C:1]([O:4][C:5]1[CH:13]=[CH:12][C:11]([NH:14][CH2:18][C:17]2[C:20]([F:30])=[C:21]([F:29])[C:22]([C:25]([F:26])([F:28])[F:27])=[C:23]([F:24])[C:16]=2[F:15])=[CH:10][C:6]=1[C:7]([OH:9])=[O:8])(=[O:3])[CH3:2]. The yield is 0.530. (4) The reactants are Br.[CH2:2]([C:4]1[N:5]=[C:6]([C@@H:9]([NH2:20])[CH2:10][C:11]2[CH:16]=[CH:15][C:14]([N+:17]([O-:19])=[O:18])=[CH:13][CH:12]=2)[S:7][CH:8]=1)[CH3:3].CCN(CC)CC.[CH2:28]([N:35]=[C:36]=[O:37])[C:29]1[CH:34]=[CH:33][CH:32]=[CH:31][CH:30]=1. The catalyst is C(Cl)Cl. The product is [CH2:28]([NH:35][C:36]([NH:20][C@H:9]([C:6]1[S:7][CH:8]=[C:4]([CH2:2][CH3:3])[N:5]=1)[CH2:10][C:11]1[CH:16]=[CH:15][C:14]([N+:17]([O-:19])=[O:18])=[CH:13][CH:12]=1)=[O:37])[C:29]1[CH:34]=[CH:33][CH:32]=[CH:31][CH:30]=1. The yield is 0.960. (5) The reactants are [C:1]([O:5][C:6]([NH:8][C@@H:9]([CH2:13][CH2:14][C:15]([O:17][CH3:18])=[O:16])[C:10](O)=[O:11])=[O:7])([CH3:4])([CH3:3])[CH3:2].CN1CCOCC1.ClC(OCC)=O.[BH4-].[Na+]. The catalyst is C1COCC1. The product is [C:1]([O:5][C:6]([NH:8][C@H:9]([CH2:10][OH:11])[CH2:13][CH2:14][C:15]([O:17][CH3:18])=[O:16])=[O:7])([CH3:3])([CH3:2])[CH3:4]. The yield is 0.610. (6) The reactants are [Cl:1][C:2]1[NH:6][C:5]2[C:7]([C:17]([O:19][CH3:20])=[O:18])=[CH:8][C:9]([N:11]3[CH2:16][CH2:15][O:14][CH2:13][CH2:12]3)=[CH:10][C:4]=2[N:3]=1.C(=O)([O-])[O-].[K+].[K+].Br[CH2:28][C:29]1[CH:34]=[CH:33][CH:32]=[C:31]([C:35]([F:38])([F:37])[F:36])[C:30]=1[CH3:39].O. The catalyst is CN(C)C=O. The product is [Cl:1][C:2]1[N:3]([CH2:28][C:29]2[CH:34]=[CH:33][CH:32]=[C:31]([C:35]([F:36])([F:37])[F:38])[C:30]=2[CH3:39])[C:4]2[CH:10]=[C:9]([N:11]3[CH2:16][CH2:15][O:14][CH2:13][CH2:12]3)[CH:8]=[C:7]([C:17]([O:19][CH3:20])=[O:18])[C:5]=2[N:6]=1. The yield is 0.830. (7) The reactants are [CH3:1][C:2]([O:5][C:6]([NH:8][C:9]([CH3:14])([C:11]([NH2:13])=O)[CH3:10])=[O:7])([CH3:4])[CH3:3].COC1C=CC(P2(SP(C3C=CC(OC)=CC=3)(=S)S2)=[S:24])=CC=1. The catalyst is O1CCCC1. The product is [NH2:13][C:11](=[S:24])[C:9]([NH:8][C:6](=[O:7])[O:5][C:2]([CH3:4])([CH3:3])[CH3:1])([CH3:14])[CH3:10]. The yield is 0.480. (8) The reactants are [F:1][C:2]([F:24])([F:23])[C:3](=O)[CH2:4][C:5]([C:7]1[CH:8]=[N:9][N:10]([C:12]2[C:17]([C:18]([F:21])([F:20])[F:19])=[CH:16][CH:15]=[CH:14][N:13]=2)[CH:11]=1)=O.[C:25]([CH2:27][C:28]([NH:30][CH2:31][C:32]1[CH:37]=[CH:36][C:35]([F:38])=[CH:34][C:33]=1[F:39])=[O:29])#[N:26].N12CCCN=C1CCCCC2. The catalyst is C1C=CC=CC=1. The product is [F:39][C:33]1[CH:34]=[C:35]([F:38])[CH:36]=[CH:37][C:32]=1[CH2:31][N:30]1[C:5]([C:7]2[CH:8]=[N:9][N:10]([C:12]3[C:17]([C:18]([F:21])([F:20])[F:19])=[CH:16][CH:15]=[CH:14][N:13]=3)[CH:11]=2)=[CH:4][C:3]([C:2]([F:24])([F:23])[F:1])=[C:27]([C:25]#[N:26])[C:28]1=[O:29]. The yield is 0.360. (9) The reactants are [CH3:1][C:2]1(C)OCC(CO[C:10]2[C:15](C)=[CH:14]N=[C:12]([CH2:17]S(C3NC4C=CC=CC=4N=3)=O)[C:11]=2C)C[O:3]1. The catalyst is C(O)C. The product is [CH3:14][CH2:15][CH2:10][CH2:11][CH2:12][CH3:17].[CH2:2]([OH:3])[CH3:1]. The yield is 0.884. (10) The product is [Br:1][C:2]1[CH:7]=[CH:6][C:5]2[NH:8][C:45]([CH2:44][O:47][C:20]3[CH:25]=[CH:24][C:23]([CH:43]4[CH2:42][CH2:48]4)=[CH:22][CH:21]=3)=[N:9][C:4]=2[CH:3]=1. The yield is 0.770. No catalyst specified. The reactants are [Br:1][C:2]1[CH:3]=[C:4]([NH2:9])[C:5]([NH2:8])=[CH:6][CH:7]=1.F[P-](F)(F)(F)(F)F.N1(O[P+](N(C)C)(N(C)C)N(C)C)[C:21]2[CH:22]=[CH:23][CH:24]=[CH:25][C:20]=2N=N1.C(N([CH2:42][CH3:43])CC)C.[C:44]([OH:47])(=O)[CH3:45].[C:48](#N)C.